Dataset: Forward reaction prediction with 1.9M reactions from USPTO patents (1976-2016). Task: Predict the product of the given reaction. (1) Given the reactants [C@H:1]1([CH2:11]N)[C@@H:10]2[N:5]([CH2:6][CH2:7][CH2:8][CH2:9]2)[CH2:4][CH2:3][CH2:2]1.C([O-])(O)=O.[Na+].CO, predict the reaction product. The product is: [CH3:11][C@H:1]1[C@H:10]2[CH2:9][CH2:8][CH2:7][CH2:6][N:5]2[CH2:4][CH2:3][CH2:2]1. (2) Given the reactants Cl[C:2]1[C:3]([C:19]#[N:20])=[N:4][CH:5]=[C:6]([C:8]#[C:9][C:10]2[CH:15]=[CH:14][C:13]([O:16][CH3:17])=[CH:12][C:11]=2[CH3:18])[CH:7]=1.[CH3:21][C:22]1[CH:23]=[CH:24][C:25](B2OC(C)(C)C(C)(C)O2)=[C:26]([NH:28]C(=O)OC(C)(C)C)[CH:27]=1.[O-]P([O-])([O-])=O.[K+].[K+].[K+].C1(P(C2CCCCC2)C2C=CC=CC=2C2C(OC)=CC=CC=2OC)CCCCC1, predict the reaction product. The product is: [CH3:17][O:16][C:13]1[CH:14]=[CH:15][C:10]([C:9]#[C:8][C:6]2[CH:5]=[N:4][C:3]3[C:2]([CH:7]=2)=[C:25]2[CH:24]=[CH:23][C:22]([CH3:21])=[CH:27][C:26]2=[N:28][C:19]=3[NH2:20])=[C:11]([CH3:18])[CH:12]=1. (3) Given the reactants [N+:1]([C:4]1[CH:17]=[CH:16][C:7]([O:8][C:9]2[CH:14]=[CH:13][N:12]=[C:11]([NH2:15])[CH:10]=2)=[CH:6][CH:5]=1)([O-:3])=[O:2].[CH2:18]([N:20]([CH2:23][CH3:24])[CH2:21]C)C.[O:25]1CCCC1, predict the reaction product. The product is: [N+:1]([C:4]1[CH:17]=[CH:16][C:7]([O:8][C:9]2[CH:14]=[CH:13][N:12]=[C:11]([NH:15][C:21]([N:20]3[CH2:18][CH2:24][CH2:23]3)=[O:25])[CH:10]=2)=[CH:6][CH:5]=1)([O-:3])=[O:2].